Dataset: Reaction yield outcomes from USPTO patents with 853,638 reactions. Task: Predict the reaction yield, written as a fraction of the theoretical maximum amount of product (1.0 means a 100% yield; for example, 0.34 means a 34% yield). (1) The reactants are [Cl:1][C:2]1[N:7]=[C:6](Cl)[N:5]=[C:4]([NH:9][C:10]2[CH:15]=[CH:14][CH:13]=[CH:12][CH:11]=2)[N:3]=1.[NH2:16][C:17]1[CH:18]=[C:19]2[C:23](=[CH:24][CH:25]=1)[CH2:22][CH2:21][CH2:20]2. No catalyst specified. The product is [Cl:1][C:2]1[N:7]=[C:6]([NH:16][C:17]2[CH:18]=[C:19]3[C:23](=[CH:24][CH:25]=2)[CH2:22][CH2:21][CH2:20]3)[N:5]=[C:4]([NH:9][C:10]2[CH:15]=[CH:14][CH:13]=[CH:12][CH:11]=2)[N:3]=1. The yield is 0.370. (2) The reactants are [CH3:1][C:2]1[N:7]([C:8]2[CH:13]=[CH:12][CH:11]=[C:10]([C:14]([F:17])([F:16])[F:15])[CH:9]=2)[C:6](=[O:18])[C:5]([C:19]([OH:21])=[O:20])=[CH:4][CH:3]=1.[I:22]I.S(=O)(=O)(O)O.[N+]([O-])(O)=O. The catalyst is C(O)(=O)C. The product is [I:22][C:3]1[CH:4]=[C:5]([C:19]([OH:21])=[O:20])[C:6](=[O:18])[N:7]([C:8]2[CH:13]=[CH:12][CH:11]=[C:10]([C:14]([F:16])([F:17])[F:15])[CH:9]=2)[C:2]=1[CH3:1]. The yield is 0.857. (3) The reactants are C([O:8][N:9]1[C:15](=[O:16])[N:14]2[CH2:17][C@H:10]1[CH2:11][CH2:12][C@H:13]2[C:18]([NH:20][NH:21][C:22]([C@@H:24]1[CH2:28][CH2:27][CH2:26][C@H:25]1[NH:29][C:30](=[O:36])[O:31][C:32]([CH3:35])([CH3:34])[CH3:33])=[O:23])=[O:19])C1C=CC=CC=1. The catalyst is CO.[Pd]. The product is [OH:8][N:9]1[C:15](=[O:16])[N:14]2[CH2:17][C@H:10]1[CH2:11][CH2:12][C@H:13]2[C:18]([NH:20][NH:21][C:22]([C@@H:24]1[CH2:28][CH2:27][CH2:26][C@H:25]1[NH:29][C:30](=[O:36])[O:31][C:32]([CH3:34])([CH3:33])[CH3:35])=[O:23])=[O:19]. The yield is 0.830. (4) The product is [C:1]([NH:8][CH2:9][CH2:10][NH:17][CH3:16])([O:3][C:4]([CH3:7])([CH3:6])[CH3:5])=[O:2]. The yield is 0.760. The reactants are [C:1]([NH:8][CH2:9][CH2:10]OS(C)(=O)=O)([O:3][C:4]([CH3:7])([CH3:6])[CH3:5])=[O:2].[CH3:16][NH2:17]. The catalyst is C1COCC1. (5) The reactants are [Br:1][C:2]1[CH:3]=[C:4]2[C:9](=[CH:10][C:11]=1[O:12][CH3:13])[N:8]=[C:7](O)[N:6]=[CH:5]2.P(Cl)(Cl)([Cl:17])=O. No catalyst specified. The product is [Br:1][C:2]1[CH:3]=[C:4]2[C:9](=[CH:10][C:11]=1[O:12][CH3:13])[N:8]=[C:7]([Cl:17])[N:6]=[CH:5]2. The yield is 0.750. (6) The reactants are [Br:1][C:2]1[CH:3]=[CH:4][C:5](=[O:8])[NH:6][CH:7]=1.[CH2:9](Br)[CH2:10][CH:11]([CH3:13])[CH3:12]. The catalyst is C(#N)C. The product is [Br:1][C:2]1[CH:3]=[CH:4][C:5](=[O:8])[N:6]([CH2:9][CH2:10][CH:11]([CH3:13])[CH3:12])[CH:7]=1. The yield is 0.620. (7) The yield is 0.310. The product is [CH3:7][NH:6][C:4]([CH2:3][NH:2][C:15](=[O:16])[O:14][C:11]([CH3:13])([CH3:12])[CH3:10])=[O:5]. The catalyst is C1COCC1.O. The reactants are Cl.[NH2:2][CH2:3][C:4]([NH:6][CH3:7])=[O:5].[OH-].[Na+].[CH3:10][C:11]([O:14][C:15](O[C:15]([O:14][C:11]([CH3:13])([CH3:12])[CH3:10])=[O:16])=[O:16])([CH3:13])[CH3:12].